This data is from Full USPTO retrosynthesis dataset with 1.9M reactions from patents (1976-2016). The task is: Predict the reactants needed to synthesize the given product. (1) Given the product [Cl:20][C:15]1[N:16]=[CH:17][C:18]2[NH:19][C:4](=[O:3])[C:5]([CH3:22])([CH3:21])[CH2:6][N:7]([CH:8]3[CH2:12][CH2:11][CH2:10][CH2:9]3)[C:13]=2[N:14]=1, predict the reactants needed to synthesize it. The reactants are: C([O:3][C:4](=O)[C:5]([CH3:22])([CH3:21])[CH2:6][N:7]([C:13]1[C:18]([NH2:19])=[CH:17][N:16]=[C:15]([Cl:20])[N:14]=1)[CH:8]1[CH2:12][CH2:11][CH2:10][CH2:9]1)C. (2) Given the product [CH2:1]([N:9]1[C:13]([I:16])=[N:12][N:11]=[N:10]1)[CH2:2][CH2:3][CH2:4][CH2:5][CH2:6][CH2:7][CH3:8], predict the reactants needed to synthesize it. The reactants are: [CH2:1]([N:9]1[CH:13]=[N:12][N:11]=[N:10]1)[CH2:2][CH2:3][CH2:4][CH2:5][CH2:6][CH2:7][CH3:8].[OH-].[Na+].[I:16]I. (3) Given the product [CH3:1][CH2:2][C@H:3]([C@H:11]([CH2:13][N:14]([CH3:16])[CH3:15])[CH3:12])[C:4]1[CH:5]=[CH:6][CH:7]=[C:8]([OH:10])[CH:9]=1.[ClH:24], predict the reactants needed to synthesize it. The reactants are: [CH3:1][CH2:2][C@H:3]([C@H:11]([CH2:13][N:14]([CH3:16])[CH3:15])[CH3:12])[C:4]1[CH:5]=[CH:6][CH:7]=[C:8]([OH:10])[CH:9]=1.CC(=O)CC.C[Si](C)(C)[Cl:24]. (4) Given the product [CH:10]([S:9][C:5]1[N:4]=[C:3]([CH2:2][O:25][C:22]2[CH:23]=[CH:24][C:19]([CH2:18][CH2:17][C:16]([OH:28])=[O:15])=[CH:20][C:21]=2[O:26][CH3:27])[CH:8]=[CH:7][CH:6]=1)([CH3:12])[CH3:11], predict the reactants needed to synthesize it. The reactants are: Cl[CH2:2][C:3]1[CH:8]=[CH:7][CH:6]=[C:5]([S:9][CH:10]([CH3:12])[CH3:11])[N:4]=1.C([O:15][C:16](=[O:28])[CH2:17][CH2:18][C:19]1[CH:24]=[CH:23][C:22]([OH:25])=[C:21]([O:26][CH3:27])[CH:20]=1)C. (5) Given the product [CH3:28][C:27]1[C:22]([N:19]2[CH2:20][CH2:21][N:16]([C:14]([C:5]3[CH:4]=[CH:3][C:2]([N:30]4[CH2:34][CH2:33][CH2:32][C:31]4=[O:35])=[CH:7][C:6]=3[N:8]3[CH2:12][CH2:11][CH2:10][C:9]3=[O:13])=[O:15])[CH2:17][CH2:18]2)=[N:23][CH:24]=[C:25]([CH3:29])[CH:26]=1, predict the reactants needed to synthesize it. The reactants are: Cl[C:2]1[CH:3]=[CH:4][C:5]([C:14]([N:16]2[CH2:21][CH2:20][N:19]([C:22]3[C:27]([CH3:28])=[CH:26][C:25]([CH3:29])=[CH:24][N:23]=3)[CH2:18][CH2:17]2)=[O:15])=[C:6]([N:8]2[CH2:12][CH2:11][CH2:10][C:9]2=[O:13])[CH:7]=1.[NH:30]1[CH2:34][CH2:33][CH2:32][C:31]1=[O:35]. (6) Given the product [C:1]([O:5][C:6]([N:8]1[CH2:13][CH2:12][O:11][CH:10]([C:14]2[CH:15]=[CH:16][C:17]([NH2:20])=[CH:18][CH:19]=2)[CH2:9]1)=[O:7])([CH3:4])([CH3:2])[CH3:3], predict the reactants needed to synthesize it. The reactants are: [C:1]([O:5][C:6]([N:8]1[CH2:13][CH2:12][O:11][CH:10]([C:14]2[CH:19]=[CH:18][C:17]([N+:20]([O-])=O)=[CH:16][CH:15]=2)[CH2:9]1)=[O:7])([CH3:4])([CH3:3])[CH3:2]. (7) Given the product [CH2:1]([C@@H:8]1[CH2:13][NH:12][CH2:11][CH2:10][N:9]1[S:21]([C:24]1[CH:25]=[N:26][N:27]([C:35]2[CH:40]=[CH:39][CH:38]=[CH:37][CH:36]=2)[C:28]=1[C:29]1[CH:30]=[CH:31][CH:32]=[CH:33][CH:34]=1)(=[O:22])=[O:23])[C:2]1[CH:3]=[CH:4][CH:5]=[CH:6][CH:7]=1, predict the reactants needed to synthesize it. The reactants are: [CH2:1]([C@@H:8]1[CH2:13][N:12](CC2C=CC=CC=2)[CH2:11][CH2:10][N:9]1[S:21]([C:24]1[CH:25]=[N:26][N:27]([C:35]2[CH:40]=[CH:39][CH:38]=[CH:37][CH:36]=2)[C:28]=1[C:29]1[CH:34]=[CH:33][CH:32]=[CH:31][CH:30]=1)(=[O:23])=[O:22])[C:2]1[CH:7]=[CH:6][CH:5]=[CH:4][CH:3]=1. (8) Given the product [Cl:15][C:5]1[CH:6]=[C:7]([NH:10][S:11]([CH3:14])(=[O:13])=[O:12])[CH:8]=[CH:9][C:4]=1[C:3]([OH:16])=[O:2], predict the reactants needed to synthesize it. The reactants are: C[O:2][C:3](=[O:16])[C:4]1[CH:9]=[CH:8][C:7]([NH:10][S:11]([CH3:14])(=[O:13])=[O:12])=[CH:6][C:5]=1[Cl:15].[OH-].[Li+]. (9) Given the product [CH2:1]([CH:3]1[CH2:7][CH:6]([CH2:8][O:9][S:18]([CH3:17])(=[O:20])=[O:19])[CH2:5][CH:4]1[C:10]([O:12][C:13]([CH3:15])([CH3:14])[CH3:16])=[O:11])[CH3:2], predict the reactants needed to synthesize it. The reactants are: [CH2:1]([CH:3]1[CH2:7][CH:6]([CH2:8][OH:9])[CH2:5][CH:4]1[C:10]([O:12][C:13]([CH3:16])([CH3:15])[CH3:14])=[O:11])[CH3:2].[CH3:17][S:18](Cl)(=[O:20])=[O:19]. (10) Given the product [NH2:1][C:2]1[N:11]=[CH:10][C:9]2[C:4](=[C:5]([O:26][CH3:27])[C:6](/[CH:19]=[CH:20]/[C:21]([OH:23])=[O:22])=[CH:7][C:8]=2[C:12]2[CH:17]=[CH:16][CH:15]=[C:14]([Cl:18])[CH:13]=2)[N:3]=1, predict the reactants needed to synthesize it. The reactants are: [NH2:1][C:2]1[N:11]=[CH:10][C:9]2[C:4](=[C:5]([O:26][CH3:27])[C:6](/[CH:19]=[CH:20]/[C:21]([O:23]CC)=[O:22])=[CH:7][C:8]=2[C:12]2[CH:17]=[CH:16][CH:15]=[C:14]([Cl:18])[CH:13]=2)[N:3]=1.[OH-].[Li+].Cl.